From a dataset of Reaction yield outcomes from USPTO patents with 853,638 reactions. Predict the reaction yield, written as a fraction of the theoretical maximum amount of product (1.0 means a 100% yield; for example, 0.34 means a 34% yield). (1) The reactants are [N+:1]([C:4]1[CH:5]=[C:6]([OH:10])[CH:7]=[CH:8][CH:9]=1)([O-:3])=[O:2].Cl.Cl[CH2:13][CH2:14][N:15]1[CH2:20][CH2:19][O:18][CH2:17][CH2:16]1.C(=O)([O-])[O-].[K+].[K+]. The catalyst is CC(C)=O. The product is [N+:1]([C:4]1[CH:5]=[C:6]([CH:7]=[CH:8][CH:9]=1)[O:10][CH2:13][CH2:14][N:15]1[CH2:20][CH2:19][O:18][CH2:17][CH2:16]1)([O-:3])=[O:2]. The yield is 0.700. (2) The reactants are C(OC([N:11]([CH2:15][CH:16]1[CH2:21][CH2:20][N:19]([C:22]([O:24][C:25]([CH3:28])([CH3:27])[CH3:26])=[O:23])[CH2:18][CH2:17]1)[CH2:12][CH2:13][CH3:14])=O)C1C=CC=CC=1.[H][H]. The catalyst is CO.[OH-].[Pd+2].[OH-]. The product is [CH2:12]([NH:11][CH2:15][CH:16]1[CH2:17][CH2:18][N:19]([C:22]([O:24][C:25]([CH3:26])([CH3:28])[CH3:27])=[O:23])[CH2:20][CH2:21]1)[CH2:13][CH3:14]. The yield is 0.920.